This data is from Full USPTO retrosynthesis dataset with 1.9M reactions from patents (1976-2016). The task is: Predict the reactants needed to synthesize the given product. (1) Given the product [CH3:1][O:2][C:3](=[O:24])[CH:4]([NH:13][C:14](=[O:23])[C:15]1[CH:20]=[C:19]([Cl:21])[CH:18]=[CH:17][C:16]=1[NH2:22])[CH2:5][C:6]1[CH:11]=[CH:10][C:9]([C:30]2[CH:31]=[CH:32][C:27]([C:26]([F:37])([F:36])[F:25])=[CH:28][CH:29]=2)=[CH:8][CH:7]=1, predict the reactants needed to synthesize it. The reactants are: [CH3:1][O:2][C:3](=[O:24])[CH:4]([NH:13][C:14](=[O:23])[C:15]1[CH:20]=[C:19]([Cl:21])[CH:18]=[CH:17][C:16]=1[NH2:22])[CH2:5][C:6]1[CH:11]=[CH:10][C:9](Br)=[CH:8][CH:7]=1.[F:25][C:26]([F:37])([F:36])[C:27]1[CH:32]=[CH:31][C:30](B(O)O)=[CH:29][CH:28]=1.C([O-])([O-])=O.[Na+].[Na+]. (2) Given the product [Cl:5][C:6]1[C:31]([N+:1]([O-:4])=[O:2])=[CH:30][C:9]2[O:10][C:11]3[CH:29]=[CH:28][CH:27]=[CH:26][C:12]=3[C@@H:13]3[C@H:18]([NH:19][C:20](=[O:25])[C:21]([F:24])([F:23])[F:22])[CH2:17][CH2:16][CH2:15][N:14]3[C:8]=2[CH:7]=1, predict the reactants needed to synthesize it. The reactants are: [N+:1]([O-:4])(O)=[O:2].[Cl:5][C:6]1[CH:31]=[CH:30][C:9]2[O:10][C:11]3[CH:29]=[CH:28][CH:27]=[CH:26][C:12]=3[C@@H:13]3[C@H:18]([NH:19][C:20](=[O:25])[C:21]([F:24])([F:23])[F:22])[CH2:17][CH2:16][CH2:15][N:14]3[C:8]=2[CH:7]=1. (3) Given the product [CH2:1]([NH:3][C:4]([C:6]1[C:10]([C:11]2[CH:16]=[CH:15][C:14]([CH2:17][N:18]3[CH2:23][CH2:22][O:21][CH2:20][CH2:19]3)=[CH:13][CH:12]=2)=[C:9]([C:24]2[CH:29]=[C:28]([Cl:30])[CH:27]=[CH:26][C:25]=2[OH:31])[O:8][N:7]=1)=[O:5])[CH3:2], predict the reactants needed to synthesize it. The reactants are: [CH2:1]([NH:3][C:4]([C:6]1[C:10]([C:11]2[CH:16]=[CH:15][C:14]([CH2:17][N:18]3[CH2:23][CH2:22][O:21][CH2:20][CH2:19]3)=[CH:13][CH:12]=2)=[C:9]([C:24]2[CH:29]=[C:28]([Cl:30])[CH:27]=[CH:26][C:25]=2[O:31]CC2C=CC=CC=2)[O:8][N:7]=1)=[O:5])[CH3:2].B(Cl)(Cl)Cl. (4) Given the product [C:14]1([S:20]([N:1]2[C:9]3[C:4](=[CH:5][CH:6]=[CH:7][CH:8]=3)[C:3]([CH:10]=[O:11])=[CH:2]2)(=[O:22])=[O:21])[CH:19]=[CH:18][CH:17]=[CH:16][CH:15]=1, predict the reactants needed to synthesize it. The reactants are: [NH:1]1[C:9]2[C:4](=[CH:5][CH:6]=[CH:7][CH:8]=2)[C:3]([CH:10]=[O:11])=[CH:2]1.[OH-].[K+].[C:14]1([S:20](Cl)(=[O:22])=[O:21])[CH:19]=[CH:18][CH:17]=[CH:16][CH:15]=1. (5) The reactants are: [CH:1]1([C:6]([C:8]2[N:9]=[C:10]([C:17]([F:20])([F:19])[F:18])[N:11]3[CH2:16][CH2:15][NH:14][CH2:13][C:12]=23)=[O:7])[CH2:5][CH2:4][CH2:3][CH2:2]1.[C:21]([O:25][C:26]([NH:28][C@H:29]([CH2:34][C:35]1[CH:40]=[C:39]([F:41])[C:38]([F:42])=[CH:37][C:36]=1[F:43])[CH2:30][C:31](O)=[O:32])=[O:27])([CH3:24])([CH3:23])[CH3:22].C(N(CC)CC)C.O=C1N(P(Cl)(N2CCOC2=O)=O)CCO1. Given the product [C:21]([O:25][C:26](=[O:27])[NH:28][C@H:29]([CH2:34][C:35]1[CH:40]=[C:39]([F:41])[C:38]([F:42])=[CH:37][C:36]=1[F:43])[CH2:30][C:31]([N:14]1[CH2:15][CH2:16][N:11]2[C:10]([C:17]([F:18])([F:20])[F:19])=[N:9][C:8]([C:6]([CH:1]3[CH2:2][CH2:3][CH2:4][CH2:5]3)=[O:7])=[C:12]2[CH2:13]1)=[O:32])([CH3:24])([CH3:22])[CH3:23], predict the reactants needed to synthesize it. (6) Given the product [Cl:1][C:2]1[CH:7]=[C:6]([C:8]([F:9])([F:10])[F:11])[CH:5]=[CH:4][C:3]=1[C:12]1[C:13](=[O:39])[O:14][C:15]2[C:20]([C:21]=1[CH2:22][C:23]1[CH:28]=[CH:27][C:26]([O:29][CH2:30][CH2:31][N:32]3[CH2:33][CH2:34][CH2:35][CH2:36]3)=[CH:25][CH:24]=1)=[CH:19][CH:18]=[C:17]([OH:37])[CH:16]=2, predict the reactants needed to synthesize it. The reactants are: [Cl:1][C:2]1[CH:7]=[C:6]([C:8]([F:11])([F:10])[F:9])[CH:5]=[CH:4][C:3]=1[C:12]1[C:13](=[O:39])[O:14][C:15]2[C:20]([C:21]=1[CH2:22][C:23]1[CH:28]=[CH:27][C:26]([O:29][CH2:30][CH2:31][N:32]3[CH2:36][CH2:35][CH2:34][CH2:33]3)=[CH:25][CH:24]=1)=[CH:19][CH:18]=[C:17]([O:37]C)[CH:16]=2.[OH-].[Na+]. (7) Given the product [CH3:1][O:2][C:3]([C:5]1[CH:10]=[CH:9][N:8]2[C:11]([C:27]3[CH:26]=[CH:25][C:24]([F:37])=[C:23]([C:20]4[CH:21]=[CH:22][C:17]([F:16])=[CH:18][C:19]=4[C:38]#[N:39])[CH:28]=3)=[CH:12][N:13]=[C:7]2[C:6]=1[F:15])=[O:4], predict the reactants needed to synthesize it. The reactants are: [CH3:1][O:2][C:3]([C:5]1[CH:10]=[CH:9][N:8]2[C:11](Br)=[CH:12][N:13]=[C:7]2[C:6]=1[F:15])=[O:4].[F:16][C:17]1[CH:18]=[C:19]([C:38]#[N:39])[C:20]([C:23]2[CH:28]=[C:27](B3OCC(C)(C)CO3)[CH:26]=[CH:25][C:24]=2[F:37])=[CH:21][CH:22]=1.